From a dataset of Forward reaction prediction with 1.9M reactions from USPTO patents (1976-2016). Predict the product of the given reaction. (1) Given the reactants [NH2:1][C:2]1[N:6](C(OC(C)(C)C)=O)[N:5]=[C:4]([CH2:14][CH2:15][C:16]2[CH:24]=[CH:23][C:19]3[O:20][CH2:21][O:22][C:18]=3[CH:17]=2)[CH:3]=1.[CH3:25][N:26]1[CH2:31][CH2:30][N:29]([C:32]2[CH:40]=[CH:39][C:35]([C:36](Cl)=[O:37])=[CH:34][CH:33]=2)[CH2:28][CH2:27]1.FC(F)(F)C(O)=O, predict the reaction product. The product is: [O:20]1[C:19]2[CH:23]=[CH:24][C:16]([CH2:15][CH2:14][C:4]3[CH:3]=[C:2]([NH:1][C:36](=[O:37])[C:35]4[CH:34]=[CH:33][C:32]([N:29]5[CH2:28][CH2:27][N:26]([CH3:25])[CH2:31][CH2:30]5)=[CH:40][CH:39]=4)[NH:6][N:5]=3)=[CH:17][C:18]=2[O:22][CH2:21]1. (2) Given the reactants [CH2:1]([O:3][C:4](=[O:39])[C:5]1[CH:10]=[CH:9][C:8]([NH:11][C:12](=[O:38])[CH:13]([N:20]2[C:24]3[CH:25]=[C:26]([F:30])[C:27]([F:29])=[CH:28][C:23]=3[N:22]=[C:21]2[C:31]2[CH:36]=[CH:35][C:34]([Cl:37])=[CH:33][CH:32]=2)[CH:14]2[CH2:19][CH2:18][CH2:17][CH2:16][CH2:15]2)=[CH:7][CH:6]=1)C.NC1C=CC(C(OC)=O)=CC=1[F:51], predict the reaction product. The product is: [CH3:1][O:3][C:4](=[O:39])[C:5]1[CH:10]=[CH:9][C:8]([NH:11][C:12](=[O:38])[CH:13]([N:20]2[C:24]3[CH:25]=[C:26]([F:30])[C:27]([F:29])=[CH:28][C:23]=3[N:22]=[C:21]2[C:31]2[CH:36]=[CH:35][C:34]([Cl:37])=[CH:33][CH:32]=2)[CH:14]2[CH2:15][CH2:16][CH2:17][CH2:18][CH2:19]2)=[C:7]([F:51])[CH:6]=1. (3) Given the reactants BrC1C=CC(C(OCC)=O)=CC=1C.[O-]CC.[Na+].Br[C:19]1[CH:29]=[CH:28][C:22]([C:23]([O:25][CH2:26][CH3:27])=[O:24])=[CH:21][C:20]=1[CH2:30][O:31][CH2:32][CH3:33].[CH3:34][C:35]1[C:36]([N:41]([S:45]([C:48]2[CH:53]=[CH:52][CH:51]=[CH:50][C:49]=2B(O)O)(=[O:47])=[O:46])[CH2:42][O:43][CH3:44])=[N:37][O:38][C:39]=1[CH3:40], predict the reaction product. The product is: [CH3:34][C:35]1[C:36]([N:41]([CH2:42][O:43][CH3:44])[S:45]([C:48]2[C:53]([C:19]3[CH:29]=[CH:28][C:22]([C:23]([O:25][CH2:26][CH3:27])=[O:24])=[CH:21][C:20]=3[CH2:30][O:31][CH2:32][CH3:33])=[CH:52][CH:51]=[CH:50][CH:49]=2)(=[O:46])=[O:47])=[N:37][O:38][C:39]=1[CH3:40]. (4) Given the reactants [CH3:1][C:2]1[CH:30]=[CH:29][CH:28]=[C:27]([CH3:31])[C:3]=1[O:4][C:5]1[CH:6]=[C:7]2[C:12](=[CH:13][C:14]=1[CH3:15])[N:11]=[C:10]([N:16]1[CH:20]=[C:19]([C:21]([O:23]CC)=[O:22])[CH:18]=[N:17]1)[NH:9][C:8]2=O.[CH2:32]([NH:34][CH2:35][CH3:36])[CH3:33], predict the reaction product. The product is: [CH3:31][C:27]1[CH:28]=[CH:29][CH:30]=[C:2]([CH3:1])[C:3]=1[O:4][C:5]1[CH:6]=[C:7]2[C:12](=[CH:13][C:14]=1[CH3:15])[N:11]=[C:10]([N:16]1[CH:20]=[C:19]([C:21]([OH:23])=[O:22])[CH:18]=[N:17]1)[N:9]=[C:8]2[N:34]([CH2:35][CH3:36])[CH2:32][CH3:33]. (5) Given the reactants [NH:1]1[C:6]2[CH:7]=[CH:8][CH:9]=[CH:10][C:5]=2[C:4](=[O:11])OC1=O.[NH2:13][CH2:14][CH2:15][CH2:16][OH:17], predict the reaction product. The product is: [OH:17][CH2:16][CH2:15][CH2:14][NH:13][C:4](=[O:11])[C:5]1[CH:10]=[CH:9][CH:8]=[CH:7][C:6]=1[NH2:1]. (6) Given the reactants [N+:1]([O-])([O-:3])=[O:2].[K+].[CH2:6]([O:8][C:9]1[CH:17]=[C:16]([N+:18]([O-:20])=[O:19])[CH:15]=[CH:14][C:10]=1[C:11]([OH:13])=[O:12])[CH3:7], predict the reaction product. The product is: [N+:18]([C:16]1[C:15]([N+:1]([O-:3])=[O:2])=[CH:14][C:10]([C:11]([OH:13])=[O:12])=[C:9]([O:8][CH2:6][CH3:7])[CH:17]=1)([O-:20])=[O:19]. (7) Given the reactants [I-].ClC1C=CC=C[N+]=1C.[CH3:10][O:11][C:12]1[CH:23]=[CH:22][C:15]([C:16]([NH:18][C:19](=[O:21])[CH3:20])=S)=[CH:14][CH:13]=1.Cl.Cl.[NH2:26][CH:27]([CH2:40][CH:41]1[CH2:46][CH2:45][CH2:44][CH2:43][CH2:42]1)[C:28]([NH:30][C:31]1([C:38]#[N:39])[CH2:36][CH2:35][N:34]([CH3:37])[CH2:33][CH2:32]1)=[O:29].C(N(CC)C(C)C)(C)C, predict the reaction product. The product is: [C:19]([N:18]=[C:16]([NH:26][CH:27]([CH2:40][CH:41]1[CH2:42][CH2:43][CH2:44][CH2:45][CH2:46]1)[C:28]([NH:30][C:31]1([C:38]#[N:39])[CH2:32][CH2:33][N:34]([CH3:37])[CH2:35][CH2:36]1)=[O:29])[C:15]1[CH:22]=[CH:23][C:12]([O:11][CH3:10])=[CH:13][CH:14]=1)(=[O:21])[CH3:20]. (8) The product is: [C:12]([O:15][CH:10]1[C:5]2[N:4]=[CH:3][C:2]([Cl:1])=[CH:7][C:6]=2[CH2:8][CH2:9]1)(=[O:14])[CH3:13]. Given the reactants [Cl:1][C:2]1[CH:3]=[N+:4]([O-])[C:5]2[CH2:10][CH2:9][CH2:8][C:6]=2[CH:7]=1.[C:12]([O:15]C(=O)C)(=[O:14])[CH3:13], predict the reaction product.